This data is from Full USPTO retrosynthesis dataset with 1.9M reactions from patents (1976-2016). The task is: Predict the reactants needed to synthesize the given product. (1) Given the product [CH3:30][N:31]1[CH2:36][CH2:35][CH:34]([O:1][C:2]2[CH:7]=[CH:6][C:5]([N:8]3[C:15](=[S:16])[N:14]([C:17]4[CH:18]=[C:19]([C:25]([F:28])([F:27])[F:26])[C:20]([C:23]#[N:24])=[N:21][CH:22]=4)[C:13](=[O:29])[C:9]43[CH2:12][CH2:11][CH2:10]4)=[CH:4][CH:3]=2)[CH2:33][CH2:32]1, predict the reactants needed to synthesize it. The reactants are: [OH:1][C:2]1[CH:7]=[CH:6][C:5]([N:8]2[C:15](=[S:16])[N:14]([C:17]3[CH:18]=[C:19]([C:25]([F:28])([F:27])[F:26])[C:20]([C:23]#[N:24])=[N:21][CH:22]=3)[C:13](=[O:29])[C:9]32[CH2:12][CH2:11][CH2:10]3)=[CH:4][CH:3]=1.[CH3:30][N:31]1[CH2:36][CH2:35][CH:34](O)[CH2:33][CH2:32]1.C1(P(C2C=CC=CC=2)C2C=CC=CC=2)C=CC=CC=1.N(C(OC(C)C)=O)=NC(OC(C)C)=O. (2) Given the product [C:20]([O:24][C:25](=[O:34])[NH:26][CH2:27][CH:28]1[CH2:29][CH2:30][N:31]([C:2]2[CH:3]=[C:4]([C:5](=[O:6])[NH:7][C:8]3[CH:13]=[CH:12][CH:11]=[CH:10][CH:9]=3)[CH:14]=[CH:15][C:16]=2[N+:17]([O-:19])=[O:18])[CH2:32][CH2:33]1)([CH3:23])([CH3:21])[CH3:22], predict the reactants needed to synthesize it. The reactants are: Cl[C:2]1[CH:3]=[C:4]([CH:14]=[CH:15][C:16]=1[N+:17]([O-:19])=[O:18])[C:5]([NH:7][C:8]1[CH:13]=[CH:12][CH:11]=[CH:10][CH:9]=1)=[O:6].[C:20]([O:24][C:25](=[O:34])[NH:26][CH2:27][CH:28]1[CH2:33][CH2:32][NH:31][CH2:30][CH2:29]1)([CH3:23])([CH3:22])[CH3:21].C(=O)([O-])[O-].[K+].[K+]. (3) Given the product [CH3:19][C:20]1[N:21]=[C:22]([C:2]2[CH:7]=[C:6]([O:8][CH2:9][C:10]3[CH:15]=[CH:14][CH:13]=[CH:12][N:11]=3)[N:5]=[C:4]3[CH2:16][CH2:17][CH2:18][C:3]=23)[CH:23]=[CH:24][CH:25]=1, predict the reactants needed to synthesize it. The reactants are: Cl[C:2]1[CH:7]=[C:6]([O:8][CH2:9][C:10]2[CH:15]=[CH:14][CH:13]=[CH:12][N:11]=2)[N:5]=[C:4]2[CH2:16][CH2:17][CH2:18][C:3]=12.[CH3:19][C:20]1[CH:25]=[CH:24][CH:23]=[C:22]([Sn](CCCC)(CCCC)CCCC)[N:21]=1.O1CCOCC1.